From a dataset of Peptide-MHC class I binding affinity with 185,985 pairs from IEDB/IMGT. Regression. Given a peptide amino acid sequence and an MHC pseudo amino acid sequence, predict their binding affinity value. This is MHC class I binding data. (1) The peptide sequence is QAISPRTLNAW. The MHC is HLA-A31:01 with pseudo-sequence HLA-A31:01. The binding affinity (normalized) is 0.0286. (2) The peptide sequence is REQASYLYV. The MHC is HLA-A11:01 with pseudo-sequence HLA-A11:01. The binding affinity (normalized) is 0.0847. (3) The peptide sequence is DEVVYTHGA. The MHC is HLA-A02:03 with pseudo-sequence HLA-A02:03. The binding affinity (normalized) is 0.0847. (4) The peptide sequence is TIEGRKVMLY. The MHC is HLA-A03:01 with pseudo-sequence HLA-A03:01. The binding affinity (normalized) is 0.328. (5) The peptide sequence is RLAVENLLY. The MHC is HLA-B40:01 with pseudo-sequence HLA-B40:01. The binding affinity (normalized) is 0.0847.